Dataset: Catalyst prediction with 721,799 reactions and 888 catalyst types from USPTO. Task: Predict which catalyst facilitates the given reaction. Reactant: OC(C(F)(F)F)=O.[NH:8]1[CH2:11][CH:10]([C:12]2[CH:33]=[CH:32][C:15]3[C:16]4[N:17]=[C:18]([C:24]5[N:25]([CH:29]([CH3:31])[CH3:30])[N:26]=[CH:27][N:28]=5)[S:19][C:20]=4[CH2:21][CH2:22][O:23][C:14]=3[CH:13]=2)[CH2:9]1.C(=O)([O-])[O-].[K+].[K+].Br[CH2:41][C:42]([NH2:44])=[O:43]. Product: [CH:29]([N:25]1[C:24]([C:18]2[S:19][C:20]3[CH2:21][CH2:22][O:23][C:14]4[CH:13]=[C:12]([CH:10]5[CH2:11][N:8]([CH2:41][C:42]([NH2:44])=[O:43])[CH2:9]5)[CH:33]=[CH:32][C:15]=4[C:16]=3[N:17]=2)=[N:28][CH:27]=[N:26]1)([CH3:31])[CH3:30]. The catalyst class is: 1.